Dataset: Reaction yield outcomes from USPTO patents with 853,638 reactions. Task: Predict the reaction yield, written as a fraction of the theoretical maximum amount of product (1.0 means a 100% yield; for example, 0.34 means a 34% yield). (1) The reactants are Cl[C:2]1[C:7]([CH3:8])=[C:6]([Cl:9])[N:5]=[CH:4][N:3]=1.[OH:10][CH:11]1[CH2:16][CH2:15][N:14]([C:17]([O:19][C:20]([CH3:23])([CH3:22])[CH3:21])=[O:18])[CH2:13][CH2:12]1.C[Si]([N-][Si](C)(C)C)(C)C.[Na+]. The catalyst is O1CCOCC1. The product is [Cl:9][C:6]1[N:5]=[CH:4][N:3]=[C:2]([O:10][CH:11]2[CH2:12][CH2:13][N:14]([C:17]([O:19][C:20]([CH3:23])([CH3:22])[CH3:21])=[O:18])[CH2:15][CH2:16]2)[C:7]=1[CH3:8]. The yield is 0.860. (2) The reactants are O=[C:2]1[C:11]2[N:10]=[CH:9][CH:8]=[CH:7][C:6]=2[CH2:5][CH2:4][CH:3]1[CH2:12][C:13]#[N:14].[H][H]. The catalyst is [Ni]. The product is [NH:14]1[CH:2]2[CH:3]([CH2:4][CH2:5][C:6]3[CH:7]=[CH:8][CH:9]=[N:10][C:11]=32)[CH2:12][CH2:13]1. The yield is 0.890.